This data is from Reaction yield outcomes from USPTO patents with 853,638 reactions. The task is: Predict the reaction yield, written as a fraction of the theoretical maximum amount of product (1.0 means a 100% yield; for example, 0.34 means a 34% yield). (1) The reactants are [CH3:1][C:2]1[N:3]=[C:4]([NH2:7])[S:5][CH:6]=1.Cl[C:9]1[N:14]=[C:13]([O:15][C:16]2[CH:21]=[CH:20][CH:19]=[CH:18][CH:17]=2)[CH:12]=[CH:11][N:10]=1.P([O-])([O-])([O-])=O.[K+].[K+].[K+].C1(P(C2C=CC=CC=2)C2C3OC4C(=CC=CC=4P(C4C=CC=CC=4)C4C=CC=CC=4)C(C)(C)C=3C=CC=2)C=CC=CC=1. The catalyst is C1(C)C=CC=CC=1.C1C=CC(/C=C/C(/C=C/C2C=CC=CC=2)=O)=CC=1.C1C=CC(/C=C/C(/C=C/C2C=CC=CC=2)=O)=CC=1.C1C=CC(/C=C/C(/C=C/C2C=CC=CC=2)=O)=CC=1.[Pd].[Pd].O. The product is [CH3:1][C:2]1[N:3]=[C:4]([NH:7][C:9]2[N:14]=[C:13]([O:15][C:16]3[CH:21]=[CH:20][CH:19]=[CH:18][CH:17]=3)[CH:12]=[CH:11][N:10]=2)[S:5][CH:6]=1. The yield is 0.0940. (2) The reactants are [Br:1]N1C(=O)CCC1=O.C1(P(C2C=CC=CC=2)C2C=CC=CC=2)C=CC=CC=1.[CH3:28][C:29]([C:32]1[CH:37]=[CH:36][C:35]([CH2:38][O:39][CH2:40][CH2:41]O)=[CH:34][CH:33]=1)([CH3:31])[CH3:30]. The catalyst is C(Cl)Cl.[Al]. The product is [Br:1][CH2:41][CH2:40][O:39][CH2:38][C:35]1[CH:36]=[CH:37][C:32]([C:29]([CH3:31])([CH3:30])[CH3:28])=[CH:33][CH:34]=1. The yield is 0.120.